This data is from Forward reaction prediction with 1.9M reactions from USPTO patents (1976-2016). The task is: Predict the product of the given reaction. (1) Given the reactants C([O:5][C:6]([C:8]1[CH:12]=[C:11]([F:13])[S:10][C:9]=1[C:14]1[CH:19]=[CH:18][C:17]([C:20]2[CH:25]=[CH:24][C:23]([C:26]3([C:29]([O:31][CH2:32][CH3:33])=[O:30])[CH2:28][CH2:27]3)=[CH:22][CH:21]=2)=[C:16]([O:34][CH3:35])[CH:15]=1)=[O:7])(C)(C)C.FC(F)(F)C(O)=O, predict the reaction product. The product is: [CH2:32]([O:31][C:29]([C:26]1([C:23]2[CH:24]=[CH:25][C:20]([C:17]3[CH:18]=[CH:19][C:14]([C:9]4[S:10][C:11]([F:13])=[CH:12][C:8]=4[C:6]([OH:7])=[O:5])=[CH:15][C:16]=3[O:34][CH3:35])=[CH:21][CH:22]=2)[CH2:27][CH2:28]1)=[O:30])[CH3:33]. (2) Given the reactants O[C:2]1([C:15]2[CH:20]=[CH:19][CH:18]=[CH:17][C:16]=2[C:21]([F:24])([F:23])[F:22])[CH2:7][CH2:6][N:5]([C:8]([O:10][C:11]([CH3:14])([CH3:13])[CH3:12])=[O:9])[CH2:4][CH2:3]1.S(Cl)(Cl)=O, predict the reaction product. The product is: [F:23][C:21]([F:22])([F:24])[C:16]1[CH:17]=[CH:18][CH:19]=[CH:20][C:15]=1[C:2]1[CH2:7][CH2:6][N:5]([C:8]([O:10][C:11]([CH3:12])([CH3:14])[CH3:13])=[O:9])[CH2:4][CH:3]=1.